Task: Regression. Given two drug SMILES strings and cell line genomic features, predict the synergy score measuring deviation from expected non-interaction effect.. Dataset: Merck oncology drug combination screen with 23,052 pairs across 39 cell lines (1) Drug 1: COc1cccc2c1C(=O)c1c(O)c3c(c(O)c1C2=O)CC(O)(C(=O)CO)CC3OC1CC(N)C(O)C(C)O1. Drug 2: CC1(c2nc3c(C(N)=O)cccc3[nH]2)CCCN1. Cell line: SW620. Synergy scores: synergy=6.15. (2) Drug 1: COc1cc(C2c3cc4c(cc3C(OC3OC5COC(C)OC5C(O)C3O)C3COC(=O)C23)OCO4)cc(OC)c1O. Drug 2: C#Cc1cccc(Nc2ncnc3cc(OCCOC)c(OCCOC)cc23)c1. Cell line: ES2. Synergy scores: synergy=18.1. (3) Drug 1: CN(C)C(=N)N=C(N)N. Drug 2: O=C(CCCCCCC(=O)Nc1ccccc1)NO. Cell line: NCIH1650. Synergy scores: synergy=7.31.